This data is from Forward reaction prediction with 1.9M reactions from USPTO patents (1976-2016). The task is: Predict the product of the given reaction. Given the reactants [C:1]([N:4]1[C:12]2[C:7](=[CH:8][C:9]([F:17])=[C:10]([S:13](Cl)(=[O:15])=[O:14])[CH:11]=2)[C:6]([CH3:19])([CH3:18])[CH2:5]1)(=[O:3])[CH3:2].[Cl:20][CH2:21][CH2:22][CH2:23]I, predict the reaction product. The product is: [Cl:20][CH2:21][CH2:22][CH2:23][S:13]([C:10]1[CH:11]=[C:12]2[C:7]([C:6]([CH3:19])([CH3:18])[CH2:5][N:4]2[C:1](=[O:3])[CH3:2])=[CH:8][C:9]=1[F:17])(=[O:15])=[O:14].